Dataset: CYP2C19 inhibition data for predicting drug metabolism from PubChem BioAssay. Task: Regression/Classification. Given a drug SMILES string, predict its absorption, distribution, metabolism, or excretion properties. Task type varies by dataset: regression for continuous measurements (e.g., permeability, clearance, half-life) or binary classification for categorical outcomes (e.g., BBB penetration, CYP inhibition). Dataset: cyp2c19_veith. (1) The molecule is COC(=O)c1[nH]c2ccc(Br)cc2c1NC(=O)CN1CCCc2ccccc21. The result is 1 (inhibitor). (2) The drug is COc1cc(/C=N/NC(=O)c2cccnc2)ccc1OC(=O)c1ccc2c(c1)OCO2. The result is 0 (non-inhibitor).